This data is from Catalyst prediction with 721,799 reactions and 888 catalyst types from USPTO. The task is: Predict which catalyst facilitates the given reaction. (1) Reactant: [CH2:1]([C:8]1[O:12][N:11]=[C:10]([C:13]([NH:15][C@H:16]2[CH2:22][O:21][C:20]3[CH:23]=[CH:24][C:25]([C:27]4[N:31](CCC#N)[N:30]=[N:29][N:28]=4)=[CH:26][C:19]=3[N:18]([CH3:36])[C:17]2=[O:37])=[O:14])[CH:9]=1)[C:2]1[CH:7]=[CH:6][CH:5]=[CH:4][CH:3]=1.[OH-].[Na+]. Product: [CH2:1]([C:8]1[O:12][N:11]=[C:10]([C:13]([NH:15][C@H:16]2[CH2:22][O:21][C:20]3[CH:23]=[CH:24][C:25]([C:27]4[NH:31][N:30]=[N:29][N:28]=4)=[CH:26][C:19]=3[N:18]([CH3:36])[C:17]2=[O:37])=[O:14])[CH:9]=1)[C:2]1[CH:3]=[CH:4][CH:5]=[CH:6][CH:7]=1. The catalyst class is: 1. (2) Reactant: [CH3:1][O:2][C:3]1[CH:26]=[CH:25][C:6]([CH2:7][N:8]2[CH:12]=[C:11]([C:13]3[N:14]=[C:15]([NH2:20])[S:16][C:17]=3[CH2:18]O)[C:10]([CH:21]([OH:24])[CH2:22][CH3:23])=[N:9]2)=[CH:5][CH:4]=1. Product: [CH2:22]([CH:21]1[C:10]2[C:11](=[CH:12][N:8]([CH2:7][C:6]3[CH:5]=[CH:4][C:3]([O:2][CH3:1])=[CH:26][CH:25]=3)[N:9]=2)[C:13]2[N:14]=[C:15]([NH2:20])[S:16][C:17]=2[CH2:18][O:24]1)[CH3:23]. The catalyst class is: 137. (3) Reactant: [NH2:1][C:2]([C:4]1[C:13]([NH:14][CH:15]([CH2:18][CH3:19])[CH2:16][CH3:17])=[CH:12][C:7]([C:8]([O:10]C)=[O:9])=[C:6]([F:20])[CH:5]=1)=[O:3].[OH-].[Na+].ClCCl. The catalyst class is: 5. Product: [NH2:1][C:2]([C:4]1[C:13]([NH:14][CH:15]([CH2:18][CH3:19])[CH2:16][CH3:17])=[CH:12][C:7]([C:8]([OH:10])=[O:9])=[C:6]([F:20])[CH:5]=1)=[O:3]. (4) Product: [C:1]12([NH:11][C:12]([NH:20][CH2:19][C:15]3[S:14][CH:18]=[CH:17][CH:16]=3)=[O:13])[CH2:10][CH:5]3[CH2:6][CH:7]([CH2:9][CH:3]([CH2:4]3)[CH2:2]1)[CH2:8]2. Reactant: [C:1]12([N:11]=[C:12]=[O:13])[CH2:10][CH:5]3[CH2:6][CH:7]([CH2:9][CH:3]([CH2:4]3)[CH2:2]1)[CH2:8]2.[S:14]1[CH:18]=[CH:17][CH:16]=[C:15]1[CH2:19][NH2:20]. The catalyst class is: 2. (5) Reactant: [O:1]=[C:2]1[C@@H:11]2[CH2:12][N:13](C(OC(C)(C)C)=O)[CH2:14][C@H:10]2[C:9]2[CH:8]=[CH:7][CH:6]=[C:5]([C:22]([F:25])([F:24])[F:23])[C:4]=2[NH:3]1.[ClH:26]. Product: [ClH:26].[F:25][C:22]([F:23])([F:24])[C:5]1[C:4]2[NH:3][C:2](=[O:1])[C@@H:11]3[CH2:12][NH:13][CH2:14][C@H:10]3[C:9]=2[CH:8]=[CH:7][CH:6]=1. The catalyst class is: 28.